From a dataset of Forward reaction prediction with 1.9M reactions from USPTO patents (1976-2016). Predict the product of the given reaction. (1) Given the reactants [Br:1][C:2]1[CH:7]=[CH:6][C:5]([NH:8][C:9](=[NH:20])[CH2:10][C:11]([C:13]2[CH:18]=[CH:17][C:16]([F:19])=[CH:15][CH:14]=2)=[O:12])=[CH:4][CH:3]=1.[C:21](OC)(=[O:24])[C:22]#[CH:23], predict the reaction product. The product is: [NH2:20][C:9]1[N:8]([C:5]2[CH:4]=[CH:3][C:2]([Br:1])=[CH:7][CH:6]=2)[C:21](=[O:24])[CH:22]=[CH:23][C:10]=1[C:11](=[O:12])[C:13]1[CH:14]=[CH:15][C:16]([F:19])=[CH:17][CH:18]=1. (2) Given the reactants [Si:1]([O:8][C:9]1[CH:10]=[C:11]([CH:14]=[CH:15][CH:16]=1)[CH:12]=O)([C:4]([CH3:7])([CH3:6])[CH3:5])([CH3:3])[CH3:2].Cl.[NH2:18][C:19]([CH3:26])([CH3:25])[C:20]([O:22][CH2:23][CH3:24])=[O:21].CCN(CC)CC.[BH-](OC(C)=O)(OC(C)=O)OC(C)=O.[Na+], predict the reaction product. The product is: [Si:1]([O:8][C:9]1[CH:10]=[C:11]([CH:14]=[CH:15][CH:16]=1)[CH2:12][NH:18][C:19]([CH3:26])([CH3:25])[C:20]([O:22][CH2:23][CH3:24])=[O:21])([C:4]([CH3:7])([CH3:6])[CH3:5])([CH3:3])[CH3:2].